Dataset: Reaction yield outcomes from USPTO patents with 853,638 reactions. Task: Predict the reaction yield, written as a fraction of the theoretical maximum amount of product (1.0 means a 100% yield; for example, 0.34 means a 34% yield). (1) The reactants are [CH3:1][S:2]([NH2:5])(=[O:4])=[O:3].[H-].[Na+].CS([C:12]1[N:13]=[C:14]([C:29]2[CH:34]=[CH:33][CH:32]=[CH:31][CH:30]=2)[C:15]2[CH:21]=[CH:20][C:19](=[O:22])[N:18]([C:23]3[CH:28]=[CH:27][CH:26]=[CH:25][CH:24]=3)[C:16]=2[N:17]=1)(=O)=O.O. The catalyst is CN(C=O)C. The product is [O:22]=[C:19]1[N:18]([C:23]2[CH:28]=[CH:27][CH:26]=[CH:25][CH:24]=2)[C:16]2[N:17]=[C:12]([NH:5][S:2]([CH3:1])(=[O:4])=[O:3])[N:13]=[C:14]([C:29]3[CH:34]=[CH:33][CH:32]=[CH:31][CH:30]=3)[C:15]=2[CH:21]=[CH:20]1. The yield is 0.510. (2) The reactants are Cl.[Cl:2][CH2:3][CH2:4][NH:5][CH2:6][CH2:7][Cl:8].[C:9](O[C:9]([O:11][C:12]([CH3:15])([CH3:14])[CH3:13])=[O:10])([O:11][C:12]([CH3:15])([CH3:14])[CH3:13])=[O:10].C(N(CC)CC)C. The catalyst is ClCCl. The product is [C:12]([O:11][C:9](=[O:10])[N:5]([CH2:6][CH2:7][Cl:8])[CH2:4][CH2:3][Cl:2])([CH3:15])([CH3:14])[CH3:13]. The yield is 0.990. (3) The reactants are [O:1]1[CH:5]=[CH:4][CH:3]=[C:2]1[C:6]1[NH:14][C:13]([NH2:15])=[N:12][C:11]2[C:7]=1[N:8]=[CH:9][N:10]=2.O[CH2:17][CH2:18][C:19]1[CH:24]=[CH:23][CH:22]=[CH:21][N:20]=1.N(C(OC(C)(C)C)=O)=NC(OC(C)(C)C)=O. The catalyst is CN(C=O)C.C1COCC1. The product is [O:1]1[CH:5]=[CH:4][CH:3]=[C:2]1[C:6]1[N:14]=[C:13]([NH2:15])[N:12]=[C:11]2[C:7]=1[N:8]=[CH:9][N:10]2[CH2:17][CH2:18][C:19]1[CH:24]=[CH:23][CH:22]=[CH:21][N:20]=1. The yield is 0.470. (4) The reactants are [NH2:1][C@H:2]([C:6]([NH:8][CH:9]([CH:18]([OH:31])[CH2:19][O:20][C:21]1[C:26]([F:27])=[C:25]([F:28])[CH:24]=[C:23]([F:29])[C:22]=1[F:30])[CH2:10][C:11]([O:13][C:14]([CH3:17])([CH3:16])[CH3:15])=[O:12])=[O:7])[CH:3]([CH3:5])[CH3:4].[CH3:32][N:33]1[C:41]2[C:36](=[CH:37][CH:38]=[CH:39][CH:40]=2)[CH:35]=[C:34]1[C:42](O)=[O:43].CN1CCOCC1.C1C=CC2N(O)N=NC=2C=1.CCN=C=NCCCN(C)C. The catalyst is C(Cl)Cl. The product is [CH3:32][N:33]1[C:41]2[C:36](=[CH:37][CH:38]=[CH:39][CH:40]=2)[CH:35]=[C:34]1[C:42]([NH:1][C@H:2]([C:6]([NH:8][CH:9]([CH:18]([OH:31])[CH2:19][O:20][C:21]1[C:22]([F:30])=[C:23]([F:29])[CH:24]=[C:25]([F:28])[C:26]=1[F:27])[CH2:10][C:11]([O:13][C:14]([CH3:16])([CH3:17])[CH3:15])=[O:12])=[O:7])[CH:3]([CH3:5])[CH3:4])=[O:43]. The yield is 0.580. (5) The reactants are C(O[C:4](=[O:19])[CH:5]([C:12]1[CH:17]=[CH:16][CH:15]=[C:14]([Cl:18])[CH:13]=1)[CH2:6][CH:7]1[CH2:11][CH2:10][CH2:9][CH2:8]1)C.[CH3:20][NH:21][C:22]([NH2:24])=[O:23].C[O-].[Mg+2].C[O-].CO. No catalyst specified. The product is [Cl:18][C:14]1[CH:13]=[C:12]([CH:5]([CH2:6][CH:7]2[CH2:8][CH2:9][CH2:10][CH2:11]2)[C:4]([NH:24][C:22]([NH:21][CH3:20])=[O:23])=[O:19])[CH:17]=[CH:16][CH:15]=1. The yield is 0.0800. (6) The reactants are N[C:2]1[CH:10]=[C:9]2[C:5]([C:6]([C:19]3[N:23]([CH2:24][O:25][CH2:26][CH2:27][Si:28]([CH3:31])([CH3:30])[CH3:29])[C:22]4[CH:32]=[CH:33][CH:34]=[CH:35][C:21]=4[N:20]=3)=[N:7][N:8]2[CH2:11][O:12][CH2:13][CH2:14][Si:15]([CH3:18])([CH3:17])[CH3:16])=[CH:4][CH:3]=1.Cl.[N+]([O-])([O-])=O.[Na+].[I-:42].[K+]. The catalyst is C(O)(=O)C.O.II. The product is [I:42][C:2]1[CH:10]=[C:9]2[C:5]([C:6]([C:19]3[N:23]([CH2:24][O:25][CH2:26][CH2:27][Si:28]([CH3:31])([CH3:30])[CH3:29])[C:22]4[CH:32]=[CH:33][CH:34]=[CH:35][C:21]=4[N:20]=3)=[N:7][N:8]2[CH2:11][O:12][CH2:13][CH2:14][Si:15]([CH3:18])([CH3:17])[CH3:16])=[CH:4][CH:3]=1. The yield is 0.520. (7) The reactants are [CH2:1]([N:8]1[C:17]2[C:12](=[CH:13][C:14]([C:18]([F:21])([F:20])[F:19])=[CH:15][CH:16]=2)[CH2:11][CH:10](C(O)=O)[CH2:9]1)[C:2]1[CH:7]=[CH:6][CH:5]=[CH:4][CH:3]=1.C1(P(N=[N+]=[N-])(C2C=CC=CC=2)=[O:32])C=CC=CC=1.C([N:44]([CH2:47]C)CC)C.[CH2:49]([OH:56])[C:50]1[CH:55]=[CH:54][CH:53]=[CH:52][CH:51]=1. The catalyst is O1CCOCC1. The product is [CH2:1]([N:8]1[C:17]2[C:12](=[CH:13][C:14]([C:18]([F:19])([F:20])[F:21])=[CH:15][CH:16]=2)[CH2:11][CH:10]([NH:44][C:47](=[O:32])[O:56][CH2:49][C:50]2[CH:55]=[CH:54][CH:53]=[CH:52][CH:51]=2)[CH2:9]1)[C:2]1[CH:3]=[CH:4][CH:5]=[CH:6][CH:7]=1. The yield is 0.860. (8) The reactants are [OH:1][C:2]1[CH:9]=[CH:8][C:5]([CH:6]=[O:7])=[C:4]([N+:10]([O-:12])=[O:11])[C:3]=1[O:13][CH3:14].C(=O)([O-])[O-].[K+].[K+].[CH2:21](Br)[C:22]1[CH:27]=[CH:26][CH:25]=[CH:24][CH:23]=1. The catalyst is CN(C=O)C. The product is [CH2:21]([O:1][C:2]1[CH:9]=[CH:8][C:5]([CH:6]=[O:7])=[C:4]([N+:10]([O-:12])=[O:11])[C:3]=1[O:13][CH3:14])[C:22]1[CH:27]=[CH:26][CH:25]=[CH:24][CH:23]=1. The yield is 0.970. (9) The reactants are [I:1][C:2]1[CH:3]=[CH:4][C:5]([O:11][CH3:12])=[C:6]([CH:10]=1)[C:7](O)=[O:8].C(Cl)CCl.C1C=[N:21]C2N(O)N=NC=2C=1.[Cl-].[NH4+].CCN(C(C)C)C(C)C. The catalyst is CN(C=O)C.O. The product is [I:1][C:2]1[CH:3]=[CH:4][C:5]([O:11][CH3:12])=[C:6]([CH:10]=1)[C:7]([NH2:21])=[O:8]. The yield is 0.380.